From a dataset of Peptide-MHC class II binding affinity with 134,281 pairs from IEDB. Regression. Given a peptide amino acid sequence and an MHC pseudo amino acid sequence, predict their binding affinity value. This is MHC class II binding data. (1) The peptide sequence is VKPLYIITPTNVSHI. The MHC is HLA-DQA10401-DQB10402 with pseudo-sequence HLA-DQA10401-DQB10402. The binding affinity (normalized) is 0. (2) The peptide sequence is RVWEQIFSTWLLKPG. The MHC is DRB1_1602 with pseudo-sequence DRB1_1602. The binding affinity (normalized) is 0.772. (3) The peptide sequence is EKKYCAATQFEPLAA. The MHC is HLA-DPA10201-DPB10101 with pseudo-sequence HLA-DPA10201-DPB10101. The binding affinity (normalized) is 0.694. (4) The peptide sequence is SQLLELSWNLNGLQAY. The MHC is HLA-DQA10301-DQB10302 with pseudo-sequence HLA-DQA10301-DQB10302. The binding affinity (normalized) is 0.339. (5) The peptide sequence is GVRYPLTFGWCYKLVP. The MHC is DRB1_0101 with pseudo-sequence DRB1_0101. The binding affinity (normalized) is 0.0206.